Dataset: Catalyst prediction with 721,799 reactions and 888 catalyst types from USPTO. Task: Predict which catalyst facilitates the given reaction. (1) Reactant: [OH:1]OS([O-])=O.[K+].[C:7]([C:11]1[N:15]([CH2:16][CH:17]2[CH2:22][CH2:21][CH:20]([F:23])[CH2:19][CH2:18]2)[C:14]2[CH:24]=[CH:25][C:26]([S:28]([N:31]3[CH:35]=[CH:34][C:33]([CH:36]=[O:37])=[CH:32]3)(=[O:30])=[O:29])=[CH:27][C:13]=2[N:12]=1)([CH3:10])([CH3:9])[CH3:8]. Product: [C:7]([C:11]1[N:15]([CH2:16][CH:17]2[CH2:22][CH2:21][CH:20]([F:23])[CH2:19][CH2:18]2)[C:14]2[CH:24]=[CH:25][C:26]([S:28]([N:31]3[CH:35]=[CH:34][C:33]([C:36]([OH:1])=[O:37])=[CH:32]3)(=[O:30])=[O:29])=[CH:27][C:13]=2[N:12]=1)([CH3:10])([CH3:8])[CH3:9]. The catalyst class is: 3. (2) Reactant: [Cr](Cl)([O-])(=O)=O.[NH+]1C=CC=CC=1.[F:12][C:13]([F:25])([F:24])[C:14]1[CH:22]=[C:21]2[C:17]([CH:18]=[CH:19][CH:20]2[OH:23])=[CH:16][CH:15]=1.CCOCC. Product: [F:12][C:13]([F:24])([F:25])[C:14]1[CH:22]=[C:21]2[C:17]([CH:18]=[CH:19][C:20]2=[O:23])=[CH:16][CH:15]=1. The catalyst class is: 2.